Dataset: Full USPTO retrosynthesis dataset with 1.9M reactions from patents (1976-2016). Task: Predict the reactants needed to synthesize the given product. (1) Given the product [CH3:20][C:14]1([CH3:21])[CH2:13][C:12]2[S:11][C:10]3[C:9](=[O:22])[N:8]([C:4]4[C:3]([CH:23]=[O:24])=[C:2]([C:30]5[CH:29]=[C:28]([NH:41][C:42]6[CH:47]=[N:46][CH:45]=[CH:44][N:43]=6)[C:27](=[O:48])[N:26]([CH3:25])[CH:31]=5)[CH:7]=[CH:6][N:5]=4)[CH2:19][CH2:18][C:17]=3[C:16]=2[CH2:15]1, predict the reactants needed to synthesize it. The reactants are: Cl[C:2]1[CH:7]=[CH:6][N:5]=[C:4]([N:8]2[CH2:19][CH2:18][C:17]3[C:16]4[CH2:15][C:14]([CH3:21])([CH3:20])[CH2:13][C:12]=4[S:11][C:10]=3[C:9]2=[O:22])[C:3]=1[CH:23]=[O:24].[CH3:25][N:26]1[CH:31]=[C:30](B2OC(C)(C)C(C)(C)O2)[CH:29]=[C:28]([NH:41][C:42]2[CH:47]=[N:46][CH:45]=[CH:44][N:43]=2)[C:27]1=[O:48].[O-]P([O-])([O-])=O.[K+].[K+].[K+].O.O.O.C([O-])(=O)C.[Na+]. (2) The reactants are: Cl[C:2]1[N:7]=[C:6]([S:8][C:9]2[CH:15]=[CH:14][C:12]([NH2:13])=[CH:11][CH:10]=2)[CH:5]=[CH:4][N:3]=1.[C:16]([O:20][C:21]([N:23]1[C:31]2[C:26](=[CH:27][CH:28]=[CH:29][CH:30]=2)[CH:25]=[C:24]1B(O)O)=[O:22])([CH3:19])([CH3:18])[CH3:17]. Given the product [NH2:13][C:12]1[CH:14]=[CH:15][C:9]([S:8][C:6]2[CH:5]=[CH:4][N:3]=[C:2]([C:24]3[N:23]([C:21]([O:20][C:16]([CH3:19])([CH3:18])[CH3:17])=[O:22])[C:31]4[C:26]([CH:25]=3)=[CH:27][CH:28]=[CH:29][CH:30]=4)[N:7]=2)=[CH:10][CH:11]=1, predict the reactants needed to synthesize it. (3) Given the product [CH3:19][C:16]1[O:15][C:14]([CH:11]2[CH2:12][CH2:13][NH:8][CH2:9][CH2:10]2)=[N:18][CH:17]=1, predict the reactants needed to synthesize it. The reactants are: C([N:8]1[CH2:13][CH:12]=[C:11]([C:14]2[O:15][C:16]([CH3:19])=[CH:17][N:18]=2)[CH2:10][CH2:9]1)C1C=CC=CC=1. (4) Given the product [Cl:1][C:2]1[CH:3]=[C:4]([C@@H:8]2[C@@H:13]([C:14]3[CH:19]=[CH:18][C:17]([Cl:20])=[CH:16][CH:15]=3)[N:12]([CH:21]3[CH2:25][CH2:24][CH:23]=[CH:22]3)[C:11](=[O:26])[C@:10]([CH2:28][CH:29]([OH:30])[CH2:33][OH:32])([CH3:27])[CH2:9]2)[CH:5]=[CH:6][CH:7]=1, predict the reactants needed to synthesize it. The reactants are: [Cl:1][C:2]1[CH:3]=[C:4]([C@@H:8]2[C@@H:13]([C:14]3[CH:19]=[CH:18][C:17]([Cl:20])=[CH:16][CH:15]=3)[N:12]([CH:21]3[CH2:25][CH2:24][CH:23]=[CH:22]3)[C:11](=[O:26])[C@:10]([CH2:28][CH:29]3[CH2:33][O:32]C(C)(C)[O:30]3)([CH3:27])[CH2:9]2)[CH:5]=[CH:6][CH:7]=1.Cl. (5) Given the product [Cl:1][C:2]1[CH:3]=[C:4]([C:12]([OH:15])=[O:13])[C:5]2[O:10][CH2:9][CH2:8][O:7][C:6]=2[CH:11]=1, predict the reactants needed to synthesize it. The reactants are: [Cl:1][C:2]1[CH:3]=[C:4]([CH:12]=[O:13])[C:5]2[O:10][CH2:9][CH2:8][O:7][C:6]=2[CH:11]=1.S(=O)(=O)(O)[OH:15].O. (6) Given the product [C:1]12([N:11]3[CH2:15][CH2:14][CH:13]([CH2:18][C:19]4[C:24]([Cl:25])=[CH:23][CH:22]=[CH:21][C:20]=4[Cl:26])[C:12]3=[O:16])[CH2:2][CH:3]3[CH2:4][CH:5]([CH2:6][CH:7]([CH2:9]3)[CH2:8]1)[CH2:10]2, predict the reactants needed to synthesize it. The reactants are: [C:1]12([N:11]3[CH2:15][CH2:14][CH2:13][C:12]3=[O:16])[CH2:10][CH:5]3[CH2:6][CH:7]([CH2:9][CH:3]([CH2:4]3)[CH2:2]1)[CH2:8]2.Cl[CH2:18][C:19]1[C:24]([Cl:25])=[CH:23][CH:22]=[CH:21][C:20]=1[Cl:26].